The task is: Predict which catalyst facilitates the given reaction.. This data is from Catalyst prediction with 721,799 reactions and 888 catalyst types from USPTO. (1) Reactant: [Cl:1][C:2]1[CH:3]=[C:4]([C@@H:8]2[C@@H:13]([C:14]3[CH:19]=[CH:18][C:17]([Cl:20])=[CH:16][CH:15]=3)[N:12]([C@@H:21]([CH2:30][CH3:31])[CH2:22][O:23][CH2:24][C:25]3([C:28]#[N:29])[CH2:27][CH2:26]3)[C:11](=[O:32])[C@@H:10]([CH2:33][C:34]([OH:36])=[O:35])[CH2:9]2)[CH:5]=[CH:6][CH:7]=1.[OH-].[K+].C(O)(=O)CC(CC(O)=O)(C(O)=O)[OH:42]. Product: [C:28]([C:25]1([CH2:24][O:23][CH2:22][C@@H:21]([N:12]2[C@H:13]([C:14]3[CH:15]=[CH:16][C:17]([Cl:20])=[CH:18][CH:19]=3)[C@@H:8]([C:4]3[CH:5]=[CH:6][CH:7]=[C:2]([Cl:1])[CH:3]=3)[CH2:9][C@H:10]([CH2:33][C:34]([OH:36])=[O:35])[C:11]2=[O:32])[CH2:30][CH3:31])[CH2:27][CH2:26]1)(=[O:42])[NH2:29]. The catalyst class is: 218. (2) Reactant: C([Li])CCC.[Br-].C1([P+](C2C=CC=CC=2)(C2C=CC=CC=2)[CH2:14][CH2:15][C:16]2[CH:21]=[CH:20][CH:19]=[CH:18][CH:17]=2)C=CC=CC=1.[C:34]([O:38][C:39](=[O:51])[NH:40][C@@H:41]([CH2:44][C:45]1[CH:50]=[CH:49][CH:48]=[CH:47][CH:46]=1)[CH:42]=O)([CH3:37])([CH3:36])[CH3:35]. Product: [C:34]([O:38][C:39](=[O:51])[NH:40][C@H:41](/[CH:42]=[CH:14]\[CH2:15][C:16]1[CH:17]=[CH:18][CH:19]=[CH:20][CH:21]=1)[CH2:44][C:45]1[CH:46]=[CH:47][CH:48]=[CH:49][CH:50]=1)([CH3:37])([CH3:35])[CH3:36]. The catalyst class is: 323. (3) Reactant: CO[C:3]([C:5]1[NH:6][CH:7]=[C:8]([C:11]#[N:12])[C:9]=1[NH2:10])=[O:4].C[O-].[Na+].Cl.[CH:17]([NH2:19])=O. Product: [O:4]=[C:3]1[NH:19][CH:17]=[N:10][C:9]2[C:8]([C:11]#[N:12])=[CH:7][NH:6][C:5]1=2. The catalyst class is: 5.